This data is from Forward reaction prediction with 1.9M reactions from USPTO patents (1976-2016). The task is: Predict the product of the given reaction. (1) Given the reactants [Cl:1][C:2]1[CH:7]=[CH:6][C:5]([C:8]2[C:12]([CH3:13])=[C:11]([C:14]([F:17])([F:16])[F:15])[NH:10][C:9]=2[C:18]([N:20]2[CH2:25][CH2:24][O:23][CH2:22][CH2:21]2)=[O:19])=[CH:4][CH:3]=1.C([O-])([O-])=O.[K+].[K+].[Cl:32][C:33]1[CH:34]=[C:35]([CH:38]=[CH:39][CH:40]=1)[CH2:36]Br.CCOCC, predict the reaction product. The product is: [Cl:1][C:2]1[CH:7]=[CH:6][C:5]([C:8]2[C:12]([CH3:13])=[C:11]([C:14]([F:15])([F:16])[F:17])[N:10]([CH2:36][C:35]3[CH:38]=[CH:39][CH:40]=[C:33]([Cl:32])[CH:34]=3)[C:9]=2[C:18]([N:20]2[CH2:21][CH2:22][O:23][CH2:24][CH2:25]2)=[O:19])=[CH:4][CH:3]=1. (2) Given the reactants [CH3:1][O:2][CH:3]([O:29][CH3:30])[CH2:4][N:5]1[C:13]2[C:8](=[CH:9][C:10]([N:14]3[CH:19]=[CH:18][C:17](/[CH:20]=[CH:21]/[C:22]4[CH:27]=[CH:26][CH:25]=[CH:24][CH:23]=4)=[CH:16][C:15]3=[O:28])=[CH:11][CH:12]=2)[CH:7]=[N:6]1, predict the reaction product. The product is: [CH3:30][O:29][CH:3]([O:2][CH3:1])[CH2:4][N:5]1[C:13]2[C:8](=[CH:9][C:10]([N:14]3[CH:19]=[CH:18][C:17]([CH2:20][CH2:21][C:22]4[CH:23]=[CH:24][CH:25]=[CH:26][CH:27]=4)=[CH:16][C:15]3=[O:28])=[CH:11][CH:12]=2)[CH:7]=[N:6]1. (3) Given the reactants [O:1]1[CH2:6][CH2:5][CH:4]([C:7]([O:9]C)=[O:8])[CH2:3][CH2:2]1.O[Li].O.O.O, predict the reaction product. The product is: [O:1]1[CH2:6][CH2:5][CH:4]([C:7]([OH:9])=[O:8])[CH2:3][CH2:2]1. (4) Given the reactants [CH3:1][C:2]1[CH:7]=[CH:6][N:5]=[C:4]([C:8]#[C:9][C:10]2[CH:15]=[CH:14][N:13]=[C:12]([NH:16][C:17](=[O:19])[CH3:18])[CH:11]=2)[C:3]=1[N+:20]([O-])=O.O.[Cl-].[NH4+], predict the reaction product. The product is: [NH2:20][C:3]1[C:4]([C:8]#[C:9][C:10]2[CH:15]=[CH:14][N:13]=[C:12]([NH:16][C:17](=[O:19])[CH3:18])[CH:11]=2)=[N:5][CH:6]=[CH:7][C:2]=1[CH3:1]. (5) The product is: [CH3:1][O:2][C:3](=[O:21])[NH:4][C:5]1[CH:10]=[CH:9][C:8]2[N:11]([CH2:12][CH2:13][N:14]3[CH2:19][CH2:18][CH2:17][CH2:16][CH2:15]3)[C:22]([C:23]([CH3:28])([CH3:27])[CH3:24])=[N:20][C:7]=2[CH:6]=1. Given the reactants [CH3:1][O:2][C:3](=[O:21])[NH:4][C:5]1[CH:10]=[CH:9][C:8]([NH:11][CH2:12][CH2:13][N:14]2[CH2:19][CH2:18][CH2:17][CH2:16][CH2:15]2)=[C:7]([NH2:20])[CH:6]=1.[CH3:22][C:23]([CH3:28])([CH3:27])[C:24](Cl)=O, predict the reaction product. (6) Given the reactants C(Br)(=O)C.[CH:5]1([C:8]2[C:9]([C:18]([C:20]3[CH:21]=[C:22]([CH:25]=[C:26]([CH3:28])[CH:27]=3)[C:23]#[N:24])=[O:19])=[N:10][C:11]([O:16]C)=[N:12][C:13]=2[O:14]C)[CH2:7][CH2:6]1, predict the reaction product. The product is: [CH:5]1([C:8]2[C:13](=[O:14])[NH:12][C:11](=[O:16])[NH:10][C:9]=2[C:18]([C:20]2[CH:21]=[C:22]([CH:25]=[C:26]([CH3:28])[CH:27]=2)[C:23]#[N:24])=[O:19])[CH2:7][CH2:6]1. (7) Given the reactants N1CCCCC1.[CH:7]1([O:12][C:13]2[CH:20]=[CH:19][C:16]([CH:17]=O)=[CH:15][C:14]=2[O:21][CH3:22])[CH2:11][CH2:10][CH2:9][CH2:8]1.C([CH2:26][C:27]([NH:29][C:30]1[CH:38]=[CH:37][CH:36]=[CH:35][C:31]=1[C:32]([OH:34])=[O:33])=[O:28])(O)=O.Cl, predict the reaction product. The product is: [CH:7]1([O:12][C:13]2[CH:20]=[CH:19][C:16](/[CH:17]=[CH:26]/[C:27]([NH:29][C:30]3[CH:38]=[CH:37][CH:36]=[CH:35][C:31]=3[C:32]([OH:34])=[O:33])=[O:28])=[CH:15][C:14]=2[O:21][CH3:22])[CH2:11][CH2:10][CH2:9][CH2:8]1. (8) Given the reactants [C:1]([CH:5]1[CH2:10][CH2:9][C:8](N2CCCC2)=[CH:7][CH2:6]1)([CH3:4])([CH3:3])[CH3:2].Br[CH2:17][C:18]([C:20]1[CH:25]=[CH:24][CH:23]=[CH:22][CH:21]=1)=[O:19].[OH2:26], predict the reaction product. The product is: [C:1]([CH:5]1[CH2:6][CH2:7][C:8](=[O:26])[CH:9]([CH2:17][C:18](=[O:19])[C:20]2[CH:25]=[CH:24][CH:23]=[CH:22][CH:21]=2)[CH2:10]1)([CH3:2])([CH3:3])[CH3:4].